The task is: Predict the reaction yield, written as a fraction of the theoretical maximum amount of product (1.0 means a 100% yield; for example, 0.34 means a 34% yield).. This data is from Reaction yield outcomes from USPTO patents with 853,638 reactions. The reactants are [C:1]([O:5][C:6]([N:8]1[CH:13]([CH2:14][CH3:15])[CH2:12][CH:11]([NH:16][C:17]2[N:22]=[CH:21][C:20]([OH:23])=[CH:19][N:18]=2)[CH2:10][CH:9]1[CH2:24][CH3:25])=[O:7])([CH3:4])([CH3:3])C.C(=O)([O-])[O-].[K+].[K+].[CH2:32](N)[C:33]1[CH:38]=[CH:37][CH:36]=[CH:35][CH:34]=1.O. The catalyst is CN(C=O)C. The product is [CH:1]([O:5][C:6]([N:8]1[CH:13]([CH2:14][CH3:15])[CH2:12][CH:11]([NH:16][C:17]2[N:18]=[CH:19][C:20]([O:23][CH2:32][C:33]3[CH:38]=[CH:37][CH:36]=[CH:35][CH:34]=3)=[CH:21][N:22]=2)[CH2:10][CH:9]1[CH2:24][CH3:25])=[O:7])([CH3:3])[CH3:4]. The yield is 0.740.